From a dataset of Catalyst prediction with 721,799 reactions and 888 catalyst types from USPTO. Predict which catalyst facilitates the given reaction. Reactant: [CH3:1][C:2]([CH3:15])([S:11]([CH3:14])(=[O:13])=[O:12])[C:3]([C:5]1[CH:6]=[N:7][CH:8]=[CH:9][CH:10]=1)=[O:4].[BH4-].[Na+]. Product: [CH3:14][S:11]([C:2]([CH3:15])([CH3:1])[CH:3]([C:5]1[CH:6]=[N:7][CH:8]=[CH:9][CH:10]=1)[OH:4])(=[O:13])=[O:12]. The catalyst class is: 5.